This data is from Reaction yield outcomes from USPTO patents with 853,638 reactions. The task is: Predict the reaction yield, written as a fraction of the theoretical maximum amount of product (1.0 means a 100% yield; for example, 0.34 means a 34% yield). (1) The reactants are CCN(C(C)C)C(C)C.Cl[C:11]1[CH:12]=[CH:13][C:14]2[N:15]([C:17]([C:20]([F:23])([F:22])[F:21])=[N:18][N:19]=2)[N:16]=1.[NH:24]1[CH2:29][CH2:28][CH:27]([C:30]2[CH:36]=[CH:35][C:33]([NH2:34])=[CH:32][CH:31]=2)[CH2:26][CH2:25]1. The catalyst is CN(C=O)C. The product is [F:21][C:20]([F:23])([F:22])[C:17]1[N:15]2[N:16]=[C:11]([N:24]3[CH2:29][CH2:28][CH:27]([C:30]4[CH:36]=[CH:35][C:33]([NH2:34])=[CH:32][CH:31]=4)[CH2:26][CH2:25]3)[CH:12]=[CH:13][C:14]2=[N:19][N:18]=1. The yield is 0.840. (2) The reactants are Cl[CH2:2][C:3]1[N:7]([CH2:8][C:9]([O:11]CC)=O)[N:6]=[C:5]([N+:14]([O-:16])=[O:15])[CH:4]=1.[CH3:17][NH2:18]. The catalyst is ClCCl.O. The product is [CH3:17][N:18]1[C:9](=[O:11])[CH2:8][N:7]2[N:6]=[C:5]([N+:14]([O-:16])=[O:15])[CH:4]=[C:3]2[CH2:2]1. The yield is 0.570.